This data is from Forward reaction prediction with 1.9M reactions from USPTO patents (1976-2016). The task is: Predict the product of the given reaction. (1) Given the reactants Br[C:2]1[CH:3]=[C:4]([CH2:8][C:9]([OH:11])=[O:10])[CH:5]=[N:6][CH:7]=1.[CH3:12][N:13]1[C:22]2[C:17](=[CH:18][C:19](B3OC(C)(C)C(C)(C)O3)=[CH:20][CH:21]=2)[CH2:16][CH2:15][C:14]1=[O:32].C([O-])([O-])=O.[Na+].[Na+], predict the reaction product. The product is: [CH3:12][N:13]1[C:22]2[C:17](=[CH:18][C:19]([C:2]3[CH:3]=[C:4]([CH2:8][C:9]([OH:11])=[O:10])[CH:5]=[N:6][CH:7]=3)=[CH:20][CH:21]=2)[CH2:16][CH2:15][C:14]1=[O:32]. (2) Given the reactants [F:1][C:2]([F:19])([F:18])[C:3]1[CH:8]=[CH:7][CH:6]=[C:5]([O:9][C:10]2[CH:15]=[CH:14][C:13]([CH:16]=[CH2:17])=[CH:12][CH:11]=2)[N:4]=1.B1C2CCCC1CCC2.[OH-:29].[Na+].OO, predict the reaction product. The product is: [F:19][C:2]([F:1])([F:18])[C:3]1[N:4]=[C:5]([O:9][C:10]2[CH:15]=[CH:14][C:13]([CH2:16][CH2:17][OH:29])=[CH:12][CH:11]=2)[CH:6]=[CH:7][CH:8]=1. (3) Given the reactants FC(F)(F)C(O)=O.[NH2:8][C@@H:9]1[C:17]2[C:12](=[CH:13][CH:14]=[CH:15][CH:16]=2)[CH2:11][C@H:10]1[NH:18][C:19]([C:21]1[NH:22][C:23]2[C:28]([CH:29]=1)=[CH:27][C:26]([Cl:30])=[CH:25][CH:24]=2)=[O:20].CCN(CC)CC.[Cl:38][CH2:39][S:40](Cl)(=[O:42])=[O:41], predict the reaction product. The product is: [Cl:30][C:26]1[CH:27]=[C:28]2[C:23](=[CH:24][CH:25]=1)[NH:22][C:21]([C:19]([NH:18][C@@H:10]1[CH2:11][C:12]3[C:17](=[CH:16][CH:15]=[CH:14][CH:13]=3)[C@H:9]1[NH:8][S:40]([CH2:39][Cl:38])(=[O:42])=[O:41])=[O:20])=[CH:29]2. (4) Given the reactants [F:1][C:2]1[C:3]([CH2:14][N:15]([CH3:23])[C:16](=[O:22])[O:17][C:18]([CH3:21])([CH3:20])[CH3:19])=[CH:4][NH:5][C:6]=1[C:7]1[C:8]([F:13])=[N:9][CH:10]=[CH:11][CH:12]=1.[H-].[Na+].C1OCCOCCOCCOCCOC1.[CH3:41][N:42]1[CH:46]=[C:45]([S:47](Cl)(=[O:49])=[O:48])[CH:44]=[N:43]1, predict the reaction product. The product is: [F:1][C:2]1[C:3]([CH2:14][N:15]([CH3:23])[C:16](=[O:22])[O:17][C:18]([CH3:19])([CH3:20])[CH3:21])=[CH:4][N:5]([S:47]([C:45]2[CH:44]=[N:43][N:42]([CH3:41])[CH:46]=2)(=[O:49])=[O:48])[C:6]=1[C:7]1[C:8]([F:13])=[N:9][CH:10]=[CH:11][CH:12]=1. (5) Given the reactants Br[C:2]1[N:6]2[N:7]=[C:8]([C:11]3[CH:32]=[CH:31][C:14]([C:15]([N:17]4[CH2:23][CH2:22][CH2:21][N:20]([C:24]([O:26][C:27]([CH3:30])([CH3:29])[CH3:28])=[O:25])[CH2:19][CH2:18]4)=[O:16])=[CH:13][CH:12]=3)[CH:9]=[CH:10][C:5]2=[N:4][CH:3]=1.C([O-])([O-])=O.[Cs+].[Cs+].CC1(C)C(C)(C)OB([C:47]2[CH:48]=[C:49]3[C:53](=[CH:54][CH:55]=2)[NH:52][C:51](=[O:56])[CH2:50]3)O1, predict the reaction product. The product is: [O:56]=[C:51]1[CH2:50][C:49]2[C:53](=[CH:54][CH:55]=[C:47]([C:2]3[N:6]4[N:7]=[C:8]([C:11]5[CH:12]=[CH:13][C:14]([C:15]([N:17]6[CH2:23][CH2:22][CH2:21][N:20]([C:24]([O:26][C:27]([CH3:30])([CH3:29])[CH3:28])=[O:25])[CH2:19][CH2:18]6)=[O:16])=[CH:31][CH:32]=5)[CH:9]=[CH:10][C:5]4=[N:4][CH:3]=3)[CH:48]=2)[NH:52]1.